From a dataset of Full USPTO retrosynthesis dataset with 1.9M reactions from patents (1976-2016). Predict the reactants needed to synthesize the given product. (1) The reactants are: [CH2:1]([C:3]1[CH:11]=[C:10]2[C:6]([CH:7]=[C:8]([C:12]3[N:17]=[CH:16][C:15]([S:18]([NH:21][C@@H:22]([CH3:27])[C:23]([F:26])([F:25])[F:24])(=[O:20])=[O:19])=[CH:14][CH:13]=3)[NH:9]2)=[CH:5][C:4]=1[F:28])[CH3:2].ClS([N:33]=[C:34]=O)(=O)=O. Given the product [C:34]([C:7]1[C:6]2[C:10](=[CH:11][C:3]([CH2:1][CH3:2])=[C:4]([F:28])[CH:5]=2)[NH:9][C:8]=1[C:12]1[N:17]=[CH:16][C:15]([S:18]([NH:21][C@@H:22]([CH3:27])[C:23]([F:25])([F:26])[F:24])(=[O:19])=[O:20])=[CH:14][CH:13]=1)#[N:33], predict the reactants needed to synthesize it. (2) Given the product [C:1]([O:5][C:6](=[O:25])[NH:7][C:8]1[CH:13]=[C:12]([O:14][CH2:15][CH2:16][O:17][CH3:18])[C:11]([N:19]2[CH:23]=[CH:22][CH:21]=[CH:20]2)=[CH:10][C:9]=1[NH:24][C:29](=[O:28])[CH2:30][C:31]([C:33]1[CH:40]=[CH:39][CH:38]=[C:35]([C:36]#[N:37])[CH:34]=1)=[O:32])([CH3:4])([CH3:2])[CH3:3], predict the reactants needed to synthesize it. The reactants are: [C:1]([O:5][C:6](=[O:25])[NH:7][C:8]1[CH:13]=[C:12]([O:14][CH2:15][CH2:16][O:17][CH3:18])[C:11]([N:19]2[CH:23]=[CH:22][CH:21]=[CH:20]2)=[CH:10][C:9]=1[NH2:24])([CH3:4])([CH3:3])[CH3:2].CC1(C)[O:32][C:31]([C:33]2[CH:34]=[C:35]([CH:38]=[CH:39][CH:40]=2)[C:36]#[N:37])=[CH:30][C:29](=O)[O:28]1. (3) Given the product [CH2:1]([O:3][C:4](=[O:42])[CH2:5][CH2:6][CH2:7][O:8][C:9]1[CH:14]=[CH:13][C:12]([N:15]2[CH:43]=[N:22][C:21]3[C:16]2=[N:17][C:18]([NH:23][C:24]2[CH:25]=[CH:26][C:27]([O:30][CH2:31][CH2:32][CH2:33][NH:34][C:35]([O:37][C:38]([CH3:41])([CH3:40])[CH3:39])=[O:36])=[CH:28][CH:29]=2)=[N:19][CH:20]=3)=[CH:11][CH:10]=1)[CH3:2], predict the reactants needed to synthesize it. The reactants are: [CH2:1]([O:3][C:4](=[O:42])[CH2:5][CH2:6][CH2:7][O:8][C:9]1[CH:14]=[CH:13][C:12]([NH:15][C:16]2[C:21]([NH2:22])=[CH:20][N:19]=[C:18]([NH:23][C:24]3[CH:29]=[CH:28][C:27]([O:30][CH2:31][CH2:32][CH2:33][NH:34][C:35]([O:37][C:38]([CH3:41])([CH3:40])[CH3:39])=[O:36])=[CH:26][CH:25]=3)[N:17]=2)=[CH:11][CH:10]=1)[CH3:2].[CH:43](OC)(OC)OC. (4) Given the product [OH:8][C@H:7]1[C@@H:3]([CH2:2][NH:1][C:31]([O:30][CH2:23][C:24]2[CH:29]=[CH:28][CH:27]=[CH:26][CH:25]=2)=[O:32])[CH2:4][C@H:5]([C:9]([O:11][C:12]([CH3:15])([CH3:14])[CH3:13])=[O:10])[CH2:6]1, predict the reactants needed to synthesize it. The reactants are: [NH2:1][CH2:2][C@@H:3]1[C@H:7]([OH:8])[CH2:6][C@@H:5]([C:9]([O:11][C:12]([CH3:15])([CH3:14])[CH3:13])=[O:10])[CH2:4]1.CCN(CC)CC.[CH2:23]([O:30][C:31](ON1C(=O)CCC1=O)=[O:32])[C:24]1[CH:29]=[CH:28][CH:27]=[CH:26][CH:25]=1. (5) Given the product [Cl:41][C:16]1[CH:15]=[C:14]([C:8]2[CH:9]=[C:10]([F:13])[CH:11]=[CH:12][C:7]=2[CH2:6][CH2:5][NH:4][C:1](=[O:3])[CH3:2])[CH:19]=[CH:18][C:17]=1[C@H:20]1[C@H:25]([C:26]2[CH:31]=[CH:30][N:29]([CH3:32])[C:28](=[O:33])[CH:27]=2)[CH2:24][CH2:23][NH:22][CH2:21]1, predict the reactants needed to synthesize it. The reactants are: [C:1]([NH:4][CH2:5][CH2:6][C:7]1[CH:12]=[CH:11][C:10]([F:13])=[CH:9][C:8]=1[C:14]1[CH:19]=[CH:18][C:17]([C@H:20]2[C@H:25]([C:26]3[CH:31]=[CH:30][N:29]([CH3:32])[C:28](=[O:33])[CH:27]=3)[CH2:24][CH2:23][N:22](C(OC(C)(C)C)=O)[CH2:21]2)=[C:16]([Cl:41])[CH:15]=1)(=[O:3])[CH3:2].Cl.O1CCOCC1.